From a dataset of Catalyst prediction with 721,799 reactions and 888 catalyst types from USPTO. Predict which catalyst facilitates the given reaction. (1) Reactant: FC(F)(F)S([O:6][S:7]([C:10]([F:13])([F:12])[F:11])(=[O:9])=[O:8])(=O)=O.[CH2:16]([O:18][C:19]1[CH:20]=[C:21]([CH:26]=[C:27]([C:30]([F:33])([F:32])[F:31])[C:28]=1O)[C:22]([O:24][CH3:25])=[O:23])[CH3:17]. Product: [CH2:16]([O:18][C:19]1[CH:20]=[C:21]([CH:26]=[C:27]([C:30]([F:31])([F:32])[F:33])[C:28]=1[O:6][S:7]([C:10]([F:11])([F:12])[F:13])(=[O:8])=[O:9])[C:22]([O:24][CH3:25])=[O:23])[CH3:17]. The catalyst class is: 17. (2) Reactant: [OH:1][C@@H:2]([CH3:10])[C:3]([N:5]1[CH2:9][CH2:8][CH2:7][CH2:6]1)=[O:4].N1C=CN=C1.[C:16]([Si:20](Cl)([CH3:22])[CH3:21])([CH3:19])([CH3:18])[CH3:17].O. Product: [Si:20]([O:1][C@@H:2]([CH3:10])[C:3]([N:5]1[CH2:9][CH2:8][CH2:7][CH2:6]1)=[O:4])([C:16]([CH3:19])([CH3:18])[CH3:17])([CH3:22])[CH3:21]. The catalyst class is: 241. (3) Reactant: Cl[CH2:2][C:3]([NH:5][C@@H:6]([CH3:11])[C:7]([O:9][CH3:10])=[O:8])=[O:4].[Cl:12][C:13]1[CH:19]=[CH:18][C:16]([NH2:17])=[CH:15][CH:14]=1.C(N(CC)CC)C. Product: [Cl:12][C:13]1[CH:19]=[CH:18][C:16]([NH:17][CH2:2][C:3]([NH:5][C@@H:6]([CH3:11])[C:7]([O:9][CH3:10])=[O:8])=[O:4])=[CH:15][CH:14]=1. The catalyst class is: 93. (4) Reactant: [CH2:1]([C@H:8]([NH:39][C:40](=[O:47])[C@H:41]([CH2:43][CH:44]([CH3:46])[CH3:45])[NH2:42])[C@@H:9]([OH:38])[CH2:10][C@@H:11]([NH:25][C:26](=[O:37])[C@H:27]([C:33]([CH3:36])([CH3:35])[CH3:34])[NH:28][C:29]([O:31][CH3:32])=[O:30])[CH2:12][C:13]1[CH:18]=[CH:17][C:16]([C:19]2[CH:24]=[CH:23][CH:22]=[CH:21][N:20]=2)=[CH:15][CH:14]=1)[C:2]1[CH:7]=[CH:6][CH:5]=[CH:4][CH:3]=1.Cl[C:49]([O:51][CH3:52])=[O:50].C(N(CC)CC)C. Product: [CH2:1]([C@@H:8]([C@@H:9]([OH:38])[CH2:10][C@H:11]([CH2:12][C:13]1[CH:18]=[CH:17][C:16]([C:19]2[CH:24]=[CH:23][CH:22]=[CH:21][N:20]=2)=[CH:15][CH:14]=1)[NH:25][C:26](=[O:37])[C@H:27]([C:33]([CH3:36])([CH3:35])[CH3:34])[NH:28][C:29](=[O:30])[O:31][CH3:32])[NH:39][C:40](=[O:47])[C@@H:41]([NH:42][C:49](=[O:50])[O:51][CH3:52])[CH2:43][CH:44]([CH3:45])[CH3:46])[C:2]1[CH:7]=[CH:6][CH:5]=[CH:4][CH:3]=1. The catalyst class is: 4. (5) Reactant: Br[C:2]1[CH:3]=[C:4]([C:8]2[O:12][C:11]([C:13]3[CH:14]=[N:15][CH:16]=[CH:17][CH:18]=3)=[N:10][N:9]=2)[CH:5]=[CH:6][CH:7]=1.[B:19]1([B:19]2[O:23][C:22]([CH3:25])([CH3:24])[C:21]([CH3:27])([CH3:26])[O:20]2)[O:23][C:22]([CH3:25])([CH3:24])[C:21]([CH3:27])([CH3:26])[O:20]1.ClCCl.C([O-])(=O)C.[K+]. Product: [CH3:26][C:21]1([CH3:27])[C:22]([CH3:25])([CH3:24])[O:23][B:19]([C:2]2[CH:3]=[C:4]([C:8]3[O:12][C:11]([C:13]4[CH:14]=[N:15][CH:16]=[CH:17][CH:18]=4)=[N:10][N:9]=3)[CH:5]=[CH:6][CH:7]=2)[O:20]1. The catalyst class is: 423.